This data is from Full USPTO retrosynthesis dataset with 1.9M reactions from patents (1976-2016). The task is: Predict the reactants needed to synthesize the given product. (1) Given the product [F:30][C:24]1[CH:25]=[CH:26][CH:27]=[C:28]([F:29])[C:23]=1[NH:22][C:20](=[O:21])[C:19]1[CH:31]=[CH:32][CH:33]=[C:17]([C:9]2[N:10]=[C:11]3[CH:16]=[CH:15][CH:14]=[CH:13][N:12]3[C:8]=2[C:6]2[CH:5]=[CH:4][N:3]=[C:2]([NH:38][C:37]3[CH:39]=[CH:40][C:41]([N:43]4[CH2:48][CH2:47][N:46]([CH2:49][CH2:50][O:51][CH3:52])[CH2:45][CH2:44]4)=[CH:42][C:36]=3[O:35][CH3:34])[N:7]=2)[CH:18]=1, predict the reactants needed to synthesize it. The reactants are: Cl[C:2]1[N:7]=[C:6]([C:8]2[N:12]3[CH:13]=[CH:14][CH:15]=[CH:16][C:11]3=[N:10][C:9]=2[C:17]2[CH:18]=[C:19]([CH:31]=[CH:32][CH:33]=2)[C:20]([NH:22][C:23]2[C:28]([F:29])=[CH:27][CH:26]=[CH:25][C:24]=2[F:30])=[O:21])[CH:5]=[CH:4][N:3]=1.[CH3:34][O:35][C:36]1[CH:42]=[C:41]([N:43]2[CH2:48][CH2:47][N:46]([CH2:49][CH2:50][O:51][CH3:52])[CH2:45][CH2:44]2)[CH:40]=[CH:39][C:37]=1[NH2:38].C1(C)C=CC(S(O)(=O)=O)=CC=1.C(O)C(F)(F)F.N. (2) Given the product [CH3:6][C:2]([O:7][C:8]1[CH:13]=[CH:12][C:11]([C:14]([F:17])([F:16])[F:15])=[CH:10][N:9]=1)([CH3:1])[C:3]([NH:29][CH:27]([CH3:28])[CH:26]([C:30]1[CH:35]=[CH:34][CH:33]=[CH:32][CH:31]=1)[CH2:25][C:22]1[CH:23]=[CH:24][C:19]([CH3:18])=[CH:20][CH:21]=1)=[O:5], predict the reactants needed to synthesize it. The reactants are: [CH3:1][C:2]([O:7][C:8]1[CH:13]=[CH:12][C:11]([C:14]([F:17])([F:16])[F:15])=[CH:10][N:9]=1)([CH3:6])[C:3]([OH:5])=O.[CH3:18][C:19]1[CH:24]=[CH:23][C:22]([CH2:25][CH:26]([C:30]2[CH:35]=[CH:34][CH:33]=[CH:32][CH:31]=2)[CH:27]([NH2:29])[CH3:28])=[CH:21][CH:20]=1.C(N(C(C)C)CC)(C)C.C1CN([P+](ON2N=NC3C=CC=CC2=3)(N2CCCC2)N2CCCC2)CC1.F[P-](F)(F)(F)(F)F. (3) Given the product [F:1][C:2]1[CH:3]=[C:4]([OH:13])[CH:5]=[CH:6][C:7]=1[O:8][CH3:9], predict the reactants needed to synthesize it. The reactants are: [F:1][C:2]1[CH:3]=[C:4](C([O-])=O)[CH:5]=[CH:6][C:7]=1[O:8][CH3:9].[OH-:13].[Na+].Cl. (4) Given the product [F:25][C:26]1[CH:31]=[CH:30][CH:29]=[CH:28][C:27]=1[NH:32][C:33]([N:15]1[CH2:16][CH2:17][N:12]([C:10]2[S:9][N:8]=[C:7]([C:1]3[CH:2]=[CH:3][CH:4]=[CH:5][CH:6]=3)[N:11]=2)[CH2:13][CH2:14]1)=[O:34], predict the reactants needed to synthesize it. The reactants are: [C:1]1([C:7]2[N:11]=[C:10]([N:12]3[CH2:17][CH2:16][NH:15][CH2:14][CH2:13]3)[S:9][N:8]=2)[CH:6]=[CH:5][CH:4]=[CH:3][CH:2]=1.C(N(CC)CC)C.[F:25][C:26]1[CH:31]=[CH:30][CH:29]=[CH:28][C:27]=1[N:32]=[C:33]=[O:34]. (5) Given the product [CH2:1]([C:3]1[CH:4]=[CH:5][C:6]([CH2:7][O:8][C:9]2[CH:14]=[CH:13][C:12]([CH:15]3[CH2:18][N:17]([C:19]([C:21]4[CH:26]=[C:25]([O:27][CH2:39][CH2:40][OH:41])[CH:24]=[CH:23][N:22]=4)=[O:20])[CH2:16]3)=[CH:11][C:10]=2[O:28][CH3:29])=[CH:30][CH:31]=1)[CH3:2], predict the reactants needed to synthesize it. The reactants are: [CH2:1]([C:3]1[CH:31]=[CH:30][C:6]([CH2:7][O:8][C:9]2[CH:14]=[CH:13][C:12]([CH:15]3[CH2:18][N:17]([C:19]([C:21]4[CH:26]=[C:25]([OH:27])[CH:24]=[CH:23][N:22]=4)=[O:20])[CH2:16]3)=[CH:11][C:10]=2[O:28][CH3:29])=[CH:5][CH:4]=1)[CH3:2].C([O-])([O-])=O.[K+].[K+].Br[CH2:39][CH2:40][OH:41].O. (6) Given the product [NH2:1][C:2]1[C:7]([C:8](=[O:9])[C:10]2[CH:11]=[CH:12][C:13]([CH3:16])=[CH:14][CH:15]=2)=[CH:6][N:5]=[C:4]([NH:21][CH:22]2[CH2:27][CH2:26][N:25]([C:28](=[O:30])[CH3:29])[CH2:24][CH2:23]2)[N:3]=1, predict the reactants needed to synthesize it. The reactants are: [NH2:1][C:2]1[C:7]([C:8]([C:10]2[CH:15]=[CH:14][C:13]([CH3:16])=[CH:12][CH:11]=2)=[O:9])=[CH:6][N:5]=[C:4](S(CC)=O)[N:3]=1.[NH2:21][CH:22]1[CH2:27][CH2:26][N:25]([C:28](=[O:30])[CH3:29])[CH2:24][CH2:23]1.